This data is from Human liver microsome stability data. The task is: Regression/Classification. Given a drug SMILES string, predict its absorption, distribution, metabolism, or excretion properties. Task type varies by dataset: regression for continuous measurements (e.g., permeability, clearance, half-life) or binary classification for categorical outcomes (e.g., BBB penetration, CYP inhibition). Dataset: hlm. (1) The molecule is CS(=O)(=O)c1ccc(-c2cccc(-c3c(Cc4ccccc4)cnc4c(C(F)(F)F)cccc34)c2)cc1. The result is 1 (stable in human liver microsomes). (2) The compound is O=C(O)c1ccc(N(Cc2ccc(C3CCCCC3)cc2)C(=O)[C@@H]2CCCN2S(=O)(=O)c2c(F)c(F)c(F)c(F)c2F)c(F)c1. The result is 0 (unstable in human liver microsomes). (3) The compound is Cc1ccccc1-n1ncc2c1CCC[C@H]2NC(=O)c1noc2c1CCCC2. The result is 1 (stable in human liver microsomes). (4) The compound is Cc1ccc2c(c1)CC(C)N2C(=O)c1ccc2c(c1)N(C1CC1)C(C)C(=O)N2C. The result is 1 (stable in human liver microsomes). (5) The drug is CCCCNC(=O)c1cnc2ccc(-c3cc(Cl)c(O)c(Cl)c3)nc2c1N[C@H]1CC[C@H](C(=O)N2CCOCC2)CC1. The result is 0 (unstable in human liver microsomes). (6) The compound is COC(=O)Nc1ccc2c(c1)N[C@@H](CO)CCCC[C@H](NC(=O)C=Cc1cc(Cl)ccc1-n1cnnn1)c1nc-2c[nH]1. The result is 1 (stable in human liver microsomes).